This data is from Full USPTO retrosynthesis dataset with 1.9M reactions from patents (1976-2016). The task is: Predict the reactants needed to synthesize the given product. (1) Given the product [NH2:1][C:2]1[C:3]([C:8]([O:10][CH3:11])=[O:9])=[N:4][C:5]([Br:17])=[CH:6][CH:7]=1, predict the reactants needed to synthesize it. The reactants are: [NH2:1][C:2]1[C:3]([C:8]([O:10][CH3:11])=[O:9])=[N:4][CH:5]=[CH:6][CH:7]=1.S(=O)(=O)(O)O.[Br:17]Br. (2) Given the product [F:63][C:61]1[CH:62]=[C:57]([C:56]2[C:51]3[CH:50]=[C:49]([C:46]4[CH2:47][CH2:48][NH:43][CH2:44][CH:45]=4)[NH:80][C:52]=3[N:53]=[CH:54][N:55]=2)[C:58]([CH3:79])=[C:59]([NH:64][C:65](=[O:78])[C:66]2[CH:71]=[CH:70][C:69]([S:72]([F:77])([F:73])([F:74])([F:75])[F:76])=[CH:68][CH:67]=2)[CH:60]=1, predict the reactants needed to synthesize it. The reactants are: C1(C2C=CC(C(NC3C=C(F)C=C(C4C5C=C(C6CCNCC=6)NC=5N=CN=4)C=3C)=O)=CC=2)CC1.C(OC([N:43]1[CH2:48][CH:47]=[C:46]([C:49]2[NH:80][C:52]3[N:53]=[CH:54][N:55]=[C:56]([C:57]4[CH:62]=[C:61]([F:63])[CH:60]=[C:59]([NH:64][C:65](=[O:78])[C:66]5[CH:71]=[CH:70][C:69]([S:72]([F:77])([F:76])([F:75])([F:74])[F:73])=[CH:68][CH:67]=5)[C:58]=4[CH3:79])[C:51]=3[CH:50]=2)[CH2:45][CH2:44]1)=O)(C)(C)C. (3) Given the product [C:35]([O:60][C:44](=[O:43])[CH:52]([NH:51][C:21](=[O:23])[CH2:20][CH2:19][CH2:18][CH2:17][CH2:16][CH2:15][CH2:14][CH2:13][CH2:12][CH2:11][CH2:10][CH2:9][CH2:8][CH2:7][CH2:6][C:5]1[N:1]=[N:2][NH:3][N:4]=1)[CH2:48][CH2:28][C:26]([OH:25])=[O:29])([CH3:36])([CH3:53])[CH3:34], predict the reactants needed to synthesize it. The reactants are: [N:1]1[NH:2][N:3]=[N:4][C:5]=1[CH2:6][CH2:7][CH2:8][CH2:9][CH2:10][CH2:11][CH2:12][CH2:13][CH2:14][CH2:15][CH2:16][CH2:17][CH2:18][CH2:19][CH2:20][C:21]([OH:23])=O.C[O:25][C:26]([O:29]C)([CH3:28])C.Cl.CN(C)[CH2:34][CH2:35][CH2:36]N=C=NCC.[OH:43][C:44]1[C:52]2[N:51]=NN[C:48]=2C=CC=1.[CH:53](NC(C)C)(C)C.[OH2:60]. (4) Given the product [O:11]=[C:2]1[CH:3]=[C:4]([C:5]([OH:7])=[O:6])[CH:8]=[CH:9][NH:10]1, predict the reactants needed to synthesize it. The reactants are: Cl[C:2]1[CH:3]=[C:4]([CH:8]=[CH:9][N:10]=1)[C:5]([OH:7])=[O:6].[OH-:11].[K+].Cl. (5) Given the product [CH3:10][C:6]1[N:5]=[C:4]([C:3]2[C:19]([C:20]([F:23])([F:22])[F:21])=[C:13]([C:14]([OH:16])=[O:15])[O:1][N:2]=2)[CH:9]=[CH:8][CH:7]=1, predict the reactants needed to synthesize it. The reactants are: [OH:1][N:2]=[C:3](Cl)[C:4]1[CH:9]=[CH:8][CH:7]=[C:6]([CH3:10])[N:5]=1.Br/[C:13](=[CH:19]\[C:20]([F:23])([F:22])[F:21])/[C:14]([O:16]CC)=[O:15].IF.[Cl-].[In+3].[Cl-].[Cl-].C(=O)([O-])O.[K+].[Li+].[OH-].Cl. (6) Given the product [CH2:17]([O:16][C:14](=[O:15])[CH:13]([NH:12][C:9](=[O:11])[CH2:8][C:3]1[CH:4]=[CH:5][CH:6]=[CH:7][C:2]=1[OH:1])[CH2:21][CH3:22])[CH:18]([CH3:19])[CH3:20], predict the reactants needed to synthesize it. The reactants are: [OH:1][C:2]1[CH:7]=[CH:6][CH:5]=[CH:4][C:3]=1[CH2:8][C:9]([OH:11])=O.[NH2:12][CH:13]([CH2:21][CH3:22])[C:14]([O:16][CH2:17][CH:18]([CH3:20])[CH3:19])=[O:15]. (7) Given the product [Cl:14][C:15]1[C:20]([Cl:21])=[CH:19][CH:18]=[CH:17][C:16]=1[N:22]1[CH2:27][CH2:26][N:25]([C:7]([CH:6]2[O:1][C:2]3[CH:13]=[CH:12][CH:11]=[CH:10][C:3]=3[O:4][CH2:5]2)=[O:8])[CH2:24][CH2:23]1, predict the reactants needed to synthesize it. The reactants are: [O:1]1[CH:6]([C:7](Cl)=[O:8])[CH2:5][O:4][C:3]2[CH:10]=[CH:11][CH:12]=[CH:13][C:2]1=2.[Cl:14][C:15]1[C:20]([Cl:21])=[CH:19][CH:18]=[CH:17][C:16]=1[N:22]1[CH2:27][CH2:26][NH:25][CH2:24][CH2:23]1.C(N(CC)CC)C.O. (8) Given the product [C:1]([O:4][CH2:5][C:6]([CH3:36])([CH3:35])[CH2:7][N:8]1[C:14]2[CH:15]=[CH:16][C:17]([Cl:19])=[CH:18][C:13]=2[C@@H:12]([C:20]2[CH:25]=[CH:24][CH:23]=[C:22]([O:26][CH3:27])[C:21]=2[O:28][CH3:29])[O:11][C@H:10]([CH2:30][C:31]([NH:53][C:54]2[CH:55]=[C:56]([CH3:68])[C:57]3[O:61][C:60]([C:62]([O:64][CH2:65][CH3:66])=[O:63])=[CH:59][C:58]=3[CH:67]=2)=[O:32])[C:9]1=[O:34])(=[O:3])[CH3:2], predict the reactants needed to synthesize it. The reactants are: [C:1]([O:4][CH2:5][C:6]([CH3:36])([CH3:35])[CH2:7][N:8]1[C:14]2[CH:15]=[CH:16][C:17]([Cl:19])=[CH:18][C:13]=2[C@@H:12]([C:20]2[CH:25]=[CH:24][CH:23]=[C:22]([O:26][CH3:27])[C:21]=2[O:28][CH3:29])[O:11][C@H:10]([CH2:30][C:31](O)=[O:32])[C:9]1=[O:34])(=[O:3])[CH3:2].C(N(CC)CC)C.ClC(OCC(C)C)=O.Cl.[NH2:53][C:54]1[CH:55]=[C:56]([CH3:68])[C:57]2[O:61][C:60]([C:62]([O:64][CH2:65][CH3:66])=[O:63])=[CH:59][C:58]=2[CH:67]=1.N1C=CC=CC=1. (9) Given the product [Br:31][C:27]1[CH:26]=[C:25]([CH:32]2[CH2:33][CH2:34][CH2:35][CH2:36]2)[C:24]([O:65][C:63]([O:66][CH3:67])=[O:49])=[CH:29][C:28]=1[NH:30][C:12]([CH:10]1[O:11][C:6]2[CH:5]=[CH:4][C:3]([C:1]#[N:2])=[CH:20][C:7]=2[N:8]([C:15]([O:17][CH2:18][CH3:19])=[O:16])[CH2:9]1)=[O:14], predict the reactants needed to synthesize it. The reactants are: [C:1]([C:3]1[CH:4]=[CH:5][C:6]2[O:11][CH:10]([C:12]([OH:14])=O)[CH2:9][N:8]([C:15]([O:17][CH2:18][CH3:19])=[O:16])[C:7]=2[CH:20]=1)#[N:2].C(=O)([O-])OC[C:24]1[CH:29]=[C:28]([NH2:30])[C:27]([Br:31])=[CH:26][C:25]=1[CH:32]1[CH2:36][CH2:35][CH2:34][CH2:33]1.N1C=CC=CC=1.C(P1(=O)OP(CCC)(=O)OP(CCC)(=O)[O:49]1)CC.[C:63]([O:66][CH2:67]C)(=[O:65])C. (10) Given the product [Cl:27][CH2:26][CH2:25][CH2:24][CH2:23][O:21][C:18]1[CH:19]=[CH:20][C:15]([C:9]2([CH2:8][NH:7][C:2]3[CH:3]=[CH:4][CH:5]=[CH:6][N:1]=3)[CH2:10][CH2:11][O:12][CH2:13][CH2:14]2)=[CH:16][CH:17]=1, predict the reactants needed to synthesize it. The reactants are: [N:1]1[CH:6]=[CH:5][CH:4]=[CH:3][C:2]=1[NH:7][CH2:8][C:9]1([C:15]2[CH:20]=[CH:19][C:18]([OH:21])=[CH:17][CH:16]=2)[CH2:14][CH2:13][O:12][CH2:11][CH2:10]1.Br[CH2:23][CH2:24][CH2:25][CH2:26][Cl:27].C(=O)([O-])[O-].[K+].[K+].